This data is from NCI-60 drug combinations with 297,098 pairs across 59 cell lines. The task is: Regression. Given two drug SMILES strings and cell line genomic features, predict the synergy score measuring deviation from expected non-interaction effect. (1) Drug 1: CCC1(CC2CC(C3=C(CCN(C2)C1)C4=CC=CC=C4N3)(C5=C(C=C6C(=C5)C78CCN9C7C(C=CC9)(C(C(C8N6C=O)(C(=O)OC)O)OC(=O)C)CC)OC)C(=O)OC)O.OS(=O)(=O)O. Drug 2: C1CC(=O)NC(=O)C1N2C(=O)C3=CC=CC=C3C2=O. Cell line: A549. Synergy scores: CSS=-0.271, Synergy_ZIP=-0.617, Synergy_Bliss=0.464, Synergy_Loewe=-0.319, Synergy_HSA=0.341. (2) Drug 1: CC1=C(C=C(C=C1)NC(=O)C2=CC=C(C=C2)CN3CCN(CC3)C)NC4=NC=CC(=N4)C5=CN=CC=C5. Drug 2: CCN(CC)CCCC(C)NC1=C2C=C(C=CC2=NC3=C1C=CC(=C3)Cl)OC. Cell line: SN12C. Synergy scores: CSS=6.84, Synergy_ZIP=10.8, Synergy_Bliss=14.4, Synergy_Loewe=-11.4, Synergy_HSA=-1.12. (3) Drug 1: C1CC(=O)NC(=O)C1N2CC3=C(C2=O)C=CC=C3N. Drug 2: C1=CC=C(C(=C1)C(C2=CC=C(C=C2)Cl)C(Cl)Cl)Cl. Cell line: UACC-257. Synergy scores: CSS=0.874, Synergy_ZIP=-1.27, Synergy_Bliss=-2.39, Synergy_Loewe=-0.0334, Synergy_HSA=-1.01. (4) Drug 1: CC(CN1CC(=O)NC(=O)C1)N2CC(=O)NC(=O)C2. Drug 2: C1CN1P(=S)(N2CC2)N3CC3. Cell line: HCT116. Synergy scores: CSS=40.7, Synergy_ZIP=-5.91, Synergy_Bliss=-2.26, Synergy_Loewe=0.580, Synergy_HSA=2.77.